From a dataset of Forward reaction prediction with 1.9M reactions from USPTO patents (1976-2016). Predict the product of the given reaction. (1) Given the reactants [CH:1]1[C:13]2[NH:12][C:11]3[C:6](=[CH:7][CH:8]=[CH:9][CH:10]=3)[C:5]=2[CH:4]=[CH:3][CH:2]=1.[H-].[Na+].I[CH3:17], predict the reaction product. The product is: [CH3:17][N:12]1[C:11]2[CH:10]=[CH:9][CH:8]=[CH:7][C:6]=2[C:5]2[C:13]1=[CH:1][CH:2]=[CH:3][CH:4]=2. (2) The product is: [Cl:1][C:2]1[CH:3]=[CH:4][N:5]2[C:10]=1[C:9](=[O:11])[N:8]([C:46]1[CH:47]=[CH:48][CH:49]=[CH:50][N:45]=1)[C:7]([C@@H:12]1[CH2:16][CH2:15][CH2:14][N:13]1[C:17]1[C:18]3[C:25]([C:26]#[N:27])=[CH:24][N:23]([CH2:28][O:29][CH2:30][CH2:31][Si:32]([CH3:35])([CH3:34])[CH3:33])[C:19]=3[N:20]=[CH:21][N:22]=1)=[N:6]2. Given the reactants [Cl:1][C:2]1[CH:3]=[CH:4][N:5]2[C:10]=1[C:9](=[O:11])[NH:8][C:7]([C@@H:12]1[CH2:16][CH2:15][CH2:14][N:13]1[C:17]1[C:18]3[C:25]([C:26]#[N:27])=[CH:24][N:23]([CH2:28][O:29][CH2:30][CH2:31][Si:32]([CH3:35])([CH3:34])[CH3:33])[C:19]=3[N:20]=[CH:21][N:22]=1)=[N:6]2.CCN(C(C)C)C(C)C.[N+:45]1([O-])[CH:50]=[CH:49][CH:48]=[CH:47][CH:46]=1.C1CN([P+](Br)(N2CCCC2)N2CCCC2)CC1.F[P-](F)(F)(F)(F)F, predict the reaction product. (3) Given the reactants C[O:2][C:3](=O)[CH2:4][C:5]([CH2:9][CH3:10])([CH3:8])[CH2:6][CH3:7].[H-].[H-].[H-].[H-].[Li+].[Al+3], predict the reaction product. The product is: [CH2:6]([C:5]([CH3:8])([CH2:9][CH3:10])[CH2:4][CH2:3][OH:2])[CH3:7]. (4) Given the reactants C(C1S[C:8]([NH:10][C:11](=[O:19])[O:12][C:13]2[CH:18]=[CH:17][CH:16]=[CH:15][CH:14]=2)=NN=1)(C)(C)C.[C:20]([N:24]1[CH:28]=C(N)[CH:26]=[N:25]1)([CH3:23])([CH3:22])[CH3:21], predict the reaction product. The product is: [C:20]([N:24]1[CH:28]=[C:8]([NH:10][C:11](=[O:19])[O:12][C:13]2[CH:14]=[CH:15][CH:16]=[CH:17][CH:18]=2)[CH:26]=[N:25]1)([CH3:23])([CH3:22])[CH3:21]. (5) Given the reactants Br[C:2]1[C:3]([O:18][CH3:19])=[C:4]([CH3:17])[C:5]([CH2:8][O:9][Si:10]([C:13]([CH3:16])([CH3:15])[CH3:14])([CH3:12])[CH3:11])=[N:6][CH:7]=1.C([Li])CCC.C1C=CC(S(N(S(C2C=CC=CC=2)(=O)=O)[F:35])(=O)=O)=CC=1.[Cl-].[NH4+], predict the reaction product. The product is: [Si:10]([O:9][CH2:8][C:5]1[C:4]([CH3:17])=[C:3]([O:18][CH3:19])[C:2]([F:35])=[CH:7][N:6]=1)([C:13]([CH3:16])([CH3:15])[CH3:14])([CH3:12])[CH3:11].